Dataset: Reaction yield outcomes from USPTO patents with 853,638 reactions. Task: Predict the reaction yield, written as a fraction of the theoretical maximum amount of product (1.0 means a 100% yield; for example, 0.34 means a 34% yield). (1) The reactants are [CH3:1][N:2]1[C:6]([C:7]2[C:16]3[C:11](=[CH:12][CH:13]=[CH:14][CH:15]=3)[C:10]([N:17]3[CH2:22][CH2:21][CH:20]([NH2:23])[CH2:19][CH2:18]3)=[N:9][N:8]=2)=[CH:5][CH:4]=[N:3]1.[F:24][C:25]1[C:30]([CH:31]=O)=[CH:29][CH:28]=[C:27]([F:33])[N:26]=1.C(O[BH-](OC(=O)C)OC(=O)C)(=O)C.[Na+]. The catalyst is C(Cl)Cl. The product is [F:24][C:25]1[C:30]([CH2:31][NH:23][CH:20]2[CH2:21][CH2:22][N:17]([C:10]3[C:11]4[C:16](=[CH:15][CH:14]=[CH:13][CH:12]=4)[C:7]([C:6]4[N:2]([CH3:1])[N:3]=[CH:4][CH:5]=4)=[N:8][N:9]=3)[CH2:18][CH2:19]2)=[CH:29][CH:28]=[C:27]([F:33])[N:26]=1. The yield is 0.260. (2) The reactants are C[O:2][C:3]1[CH:8]=[CH:7][C:6]([C:9]2([C:12]([O:14][CH3:15])=[O:13])[CH2:11][CH2:10]2)=[CH:5][CH:4]=1.CCS.[Al+3].[Cl-].[Cl-].[Cl-]. The catalyst is ClCCl. The product is [CH3:15][O:14][C:12]([C:9]1([C:6]2[CH:5]=[CH:4][C:3]([OH:2])=[CH:8][CH:7]=2)[CH2:10][CH2:11]1)=[O:13]. The yield is 0.950. (3) The reactants are [H-].[Na+].[C:3]1([OH:9])[CH:8]=[CH:7][CH:6]=[CH:5][CH:4]=1.I[C:11]1[CH:12]=[C:13]([O:20][CH3:21])[CH:14]=[CH:15][C:16]=1[N+:17]([O-:19])=[O:18]. The catalyst is N1C=CC=CC=1.[Cu](Br)Br. The product is [CH3:21][O:20][C:13]1[CH:14]=[CH:15][C:16]([N+:17]([O-:19])=[O:18])=[C:11]([O:9][C:3]2[CH:8]=[CH:7][CH:6]=[CH:5][CH:4]=2)[CH:12]=1. The yield is 0.640. (4) The reactants are O[CH:2]=[C:3]1[C:11]2[C:6](=[CH:7][C:8]([C:12]([C:14]3[CH:15]=[C:16]([NH:20][C:21]([C:23]4[N:24]([CH2:29][CH3:30])[N:25]=[C:26]([CH3:28])[CH:27]=4)=[O:22])[CH:17]=[CH:18][CH:19]=3)=[O:13])=[CH:9][CH:10]=2)[NH:5][C:4]1=[O:31].[NH2:32][C:33]1[CH:34]=[CH:35][C:36]([CH3:40])=[C:37]([OH:39])[CH:38]=1. The catalyst is C1COCC1. The product is [OH:39][C:37]1[CH:38]=[C:33]([NH:32][CH:2]=[C:3]2[C:11]3[C:6](=[CH:7][C:8]([C:12]([C:14]4[CH:15]=[C:16]([NH:20][C:21]([C:23]5[N:24]([CH2:29][CH3:30])[N:25]=[C:26]([CH3:28])[CH:27]=5)=[O:22])[CH:17]=[CH:18][CH:19]=4)=[O:13])=[CH:9][CH:10]=3)[NH:5][C:4]2=[O:31])[CH:34]=[CH:35][C:36]=1[CH3:40]. The yield is 0.270. (5) The reactants are [Cl:1][C:2]1[C:10]2[C:5](=[CH:6][CH:7]=[C:8]([CH2:11]Cl)[CH:9]=2)[N:4]([C:13]([O:15][C:16]([CH3:19])([CH3:18])[CH3:17])=[O:14])[CH:3]=1.C[Sn](C)(C)[C:22]1[CH:23]=[C:24]([CH:29]=[CH:30][N:31]=1)[C:25]([O:27][CH3:28])=[O:26]. The catalyst is O1CCOCC1.Cl[Pd](Cl)([P](C1C=CC=CC=1)(C1C=CC=CC=1)C1C=CC=CC=1)[P](C1C=CC=CC=1)(C1C=CC=CC=1)C1C=CC=CC=1. The product is [Cl:1][C:2]1[C:10]2[C:5](=[CH:6][CH:7]=[C:8]([CH2:11][C:22]3[CH:23]=[C:24]([C:25]([O:27][CH3:28])=[O:26])[CH:29]=[CH:30][N:31]=3)[CH:9]=2)[N:4]([C:13]([O:15][C:16]([CH3:19])([CH3:18])[CH3:17])=[O:14])[CH:3]=1. The yield is 0.470. (6) The reactants are C([O:5][C:6](=[O:31])[N:7]([CH2:9][C:10]1[CH:14]=[C:13]([C:15]2[CH:20]=[CH:19][N:18]=[CH:17][C:16]=2[F:21])[N:12]([S:22]([C:25]2[CH:26]=[N:27][CH:28]=[CH:29][CH:30]=2)(=[O:24])=[O:23])[CH:11]=1)C)(C)(C)C.[C:32]([O:35]CC)(=[O:34])[CH3:33].Cl.[CH3:39]O. No catalyst specified. The product is [C:6]([OH:5])(=[O:31])/[CH:39]=[CH:33]/[C:32]([OH:35])=[O:34].[F:21][C:16]1[CH:17]=[N:18][CH:19]=[CH:20][C:15]=1[C:13]1[N:12]([S:22]([C:25]2[CH:26]=[N:27][CH:28]=[CH:29][CH:30]=2)(=[O:24])=[O:23])[CH:11]=[C:10]([CH2:9][NH:7][CH3:6])[CH:14]=1. The yield is 0.720. (7) The reactants are C([O:3][C:4](=O)[CH2:5][O:6][C:7]1[CH:12]=[CH:11][C:10]([O:13][CH2:14][C:15]2[CH:20]=[CH:19][C:18]([F:21])=[CH:17][CH:16]=2)=[CH:9][CH:8]=1)C.[CH3:23][NH2:24]. The catalyst is O. The product is [F:21][C:18]1[CH:19]=[CH:20][C:15]([CH2:14][O:13][C:10]2[CH:11]=[CH:12][C:7]([O:6][CH2:5][C:4]([NH:24][CH3:23])=[O:3])=[CH:8][CH:9]=2)=[CH:16][CH:17]=1. The yield is 0.860. (8) The reactants are CN(C)C=O.[F:6][C:7]1[CH:12]=[CH:11][C:10]([N:13]2[CH2:18][CH2:17][N:16]([C:19]3[N:24]=[CH:23][NH:22][C:21](=[O:25])[N:20]=3)[CH2:15][CH2:14]2)=[CH:9][CH:8]=1.[Cl:26][C:27]1[CH:34]=[CH:33][C:30]([CH2:31]Br)=[CH:29][CH:28]=1.C(=O)([O-])[O-].[K+].[K+]. The yield is 0.530. The catalyst is O. The product is [Cl:26][C:27]1[CH:34]=[CH:33][C:30]([CH2:31][N:22]2[CH:23]=[N:24][C:19]([N:16]3[CH2:15][CH2:14][N:13]([C:10]4[CH:11]=[CH:12][C:7]([F:6])=[CH:8][CH:9]=4)[CH2:18][CH2:17]3)=[N:20][C:21]2=[O:25])=[CH:29][CH:28]=1. (9) The reactants are [Br:1][C:2]1[CH:3]=[CH:4][C:5]([N:8]2[C:12]([C:13]([F:16])([F:15])[F:14])=[CH:11][C:10]([C:17]3[NH:21][C:20](=[O:22])[O:19][N:18]=3)=[N:9]2)=[N:6][CH:7]=1.[CH3:23]CN(C(C)C)C(C)C.ClC(Cl)(OC(=O)OC(Cl)(Cl)Cl)Cl. The catalyst is C(Cl)Cl. The product is [Br:1][C:2]1[CH:3]=[CH:4][C:5]([N:8]2[C:12]([C:13]([F:14])([F:16])[F:15])=[CH:11][C:10]([C:17]3[N:21]([CH3:23])[C:20](=[O:22])[O:19][N:18]=3)=[N:9]2)=[N:6][CH:7]=1. The yield is 0.880. (10) The reactants are C(OC(=O)[NH:7][CH2:8][CH2:9][C:10]1[CH:15]=[CH:14][C:13]([O:16][C:17]2[CH:22]=[CH:21][C:20]([C:23]([F:26])([F:25])[F:24])=[CH:19][N:18]=2)=[CH:12][CH:11]=1)(C)(C)C.C(O)(C(F)(F)F)=O. The catalyst is ClCCl.C([O-])(O)=O.[Na+]. The product is [F:25][C:23]([F:24])([F:26])[C:20]1[CH:21]=[CH:22][C:17]([O:16][C:13]2[CH:14]=[CH:15][C:10]([CH2:9][CH2:8][NH2:7])=[CH:11][CH:12]=2)=[N:18][CH:19]=1. The yield is 0.990.